The task is: Predict the reaction yield, written as a fraction of the theoretical maximum amount of product (1.0 means a 100% yield; for example, 0.34 means a 34% yield).. This data is from Reaction yield outcomes from USPTO patents with 853,638 reactions. (1) The reactants are [F:1][C:2]1[CH:3]=[C:4]([CH:34]=[CH:35][CH:36]=1)[CH2:5][O:6][C:7]1[CH:8]=[C:9]2[C:14](=[CH:15][CH:16]=1)[CH2:13][N:12]([CH2:17][C:18]1([NH:26]C(=O)OC(C)(C)C)[CH2:23][O:22]C(C)(C)[O:20][CH2:19]1)[CH2:11][CH2:10]2.CC1(C)OCC(NC(=O)OC(C)(C)C)(CNC2C=CC(CCCCCCCC)=CC=2)CO1. No catalyst specified. The product is [NH2:26][C:18]([CH2:17][N:12]1[CH2:11][CH2:10][C:9]2[C:14](=[CH:15][CH:16]=[C:7]([O:6][CH2:5][C:4]3[CH:34]=[CH:35][CH:36]=[C:2]([F:1])[CH:3]=3)[CH:8]=2)[CH2:13]1)([CH2:23][OH:22])[CH2:19][OH:20]. The yield is 0.210. (2) The reactants are [O:1]1[C:5]2([CH2:10][CH2:9][N:8]([S:11]([C:14]3[CH:19]=[CH:18][C:17]([CH2:20][NH2:21])=[CH:16][CH:15]=3)(=[O:13])=[O:12])[CH2:7][CH2:6]2)[O:4][CH2:3][CH2:2]1.N1C=CC=CC=1.[Cl:28][C:29]1[CH:37]=[CH:36][C:32]([C:33](Cl)=[O:34])=[CH:31][CH:30]=1.CN(C1C=CC=CN=1)C.C(Cl)(=O)C1C=CC=CC=1. The catalyst is C(Cl)Cl. The product is [Cl:28][C:29]1[CH:37]=[CH:36][C:32]([C:33]([NH:21][CH2:20][C:17]2[CH:18]=[CH:19][C:14]([S:11]([N:8]3[CH2:7][CH2:6][C:5]4([O:4][CH2:3][CH2:2][O:1]4)[CH2:10][CH2:9]3)(=[O:13])=[O:12])=[CH:15][CH:16]=2)=[O:34])=[CH:31][CH:30]=1. The yield is 0.590. (3) The reactants are [CH2:1]1[C:7]2[CH:8]=[CH:9][CH:10]=[CH:11][C:6]=2[CH2:5][CH2:4][CH2:3][N:2]1[C:12]1[CH:21]=[C:20]([NH2:22])[C:19]2[C:14](=[CH:15][CH:16]=[CH:17][CH:18]=2)[N:13]=1.N12CCCN=C1CCCCC2.[Cl:34][CH2:35][C:36](Cl)=[O:37]. The catalyst is C(OCC)(=O)C. The product is [Cl:34][CH2:35][C:36]([NH:22][C:20]1[C:19]2[C:14](=[CH:15][CH:16]=[CH:17][CH:18]=2)[N:13]=[C:12]([N:2]2[CH2:3][CH2:4][CH2:5][C:6]3[CH:11]=[CH:10][CH:9]=[CH:8][C:7]=3[CH2:1]2)[CH:21]=1)=[O:37]. The yield is 0.221. (4) The reactants are [CH2:1]([CH:3]([CH2:28][CH3:29])[CH:4]([NH:17][C:18]1[CH:27]=[CH:26][C:21]([C:22]([O:24]C)=[O:23])=[CH:20][CH:19]=1)[C:5]1[O:6][C:7]2[CH:14]=[CH:13][C:12]([O:15][CH3:16])=[CH:11][C:8]=2[C:9]=1[CH3:10])[CH3:2].O1CCCC1.[OH-].[Na+]. The catalyst is C(O)C. The product is [CH2:28]([CH:3]([CH2:1][CH3:2])[CH:4]([NH:17][C:18]1[CH:19]=[CH:20][C:21]([C:22]([OH:24])=[O:23])=[CH:26][CH:27]=1)[C:5]1[O:6][C:7]2[CH:14]=[CH:13][C:12]([O:15][CH3:16])=[CH:11][C:8]=2[C:9]=1[CH3:10])[CH3:29]. The yield is 0.830. (5) The reactants are [CH:1]([O:4][C:5]([N:7]1[CH:12]([CH2:13][CH3:14])[CH2:11][C:10](=O)[CH2:9][CH:8]1[CH2:16][CH3:17])=[O:6])([CH3:3])[CH3:2].[CH2:18]([NH2:25])[C:19]1[CH:24]=[CH:23][CH:22]=[CH:21][CH:20]=1.[BH4-].[Na+]. The catalyst is CO.CC(C)[O-].[Ti+4].CC(C)[O-].CC(C)[O-].CC(C)[O-]. The product is [CH:1]([O:4][C:5]([N:7]1[CH:12]([CH2:13][CH3:14])[CH2:11][CH:10]([NH:25][CH2:18][C:19]2[CH:24]=[CH:23][CH:22]=[CH:21][CH:20]=2)[CH2:9][CH:8]1[CH2:16][CH3:17])=[O:6])([CH3:3])[CH3:2]. The yield is 0.650.